This data is from Forward reaction prediction with 1.9M reactions from USPTO patents (1976-2016). The task is: Predict the product of the given reaction. (1) Given the reactants [F:1][C:2]([F:13])([F:12])[C:3]([C:5]1[CH:10]=[CH:9][C:8]([F:11])=[CH:7][CH:6]=1)=[O:4].[BH4-].[Na+], predict the reaction product. The product is: [F:13][C:2]([F:1])([F:12])[CH:3]([C:5]1[CH:6]=[CH:7][C:8]([F:11])=[CH:9][CH:10]=1)[OH:4]. (2) Given the reactants [OH:1][CH2:2][CH2:3][N:4]1[CH2:9][CH2:8][NH:7][CH2:6][CH2:5]1.[Si:10](Cl)([C:13]([CH3:16])([CH3:15])[CH3:14])([CH3:12])[CH3:11], predict the reaction product. The product is: [CH3:14][C:13]([Si:10]([CH3:12])([CH3:11])[O:1][CH2:2][CH2:3][N:4]1[CH2:9][CH2:8][NH:7][CH2:6][CH2:5]1)([CH3:16])[CH3:15]. (3) The product is: [CH3:1][C:2]1[O:6][C:5]([NH:7][C:22]([CH:20]2[C:21]3[CH:8]=[CH:9][CH:10]=[CH:11][C:12]=3[O:13][C:14]3[C:19]2=[CH:18][CH:17]=[CH:16][CH:15]=3)=[O:23])=[N:4][N:3]=1. Given the reactants [CH3:1][C:2]1[O:6][C:5]([NH2:7])=[N:4][N:3]=1.[CH:8]1[C:21]2[CH:20]([C:22](Cl)=[O:23])[C:19]3[C:14](=[CH:15][CH:16]=[CH:17][CH:18]=3)[O:13][C:12]=2[CH:11]=[CH:10][CH:9]=1, predict the reaction product. (4) The product is: [CH:1]1([C:7]2([C:28]([O:30][CH2:31][CH3:32])=[O:29])[CH2:12][CH2:11][N:10]([C:13](=[O:27])[C@H:14]([NH:24][C:25]([NH:56][CH2:57][CH:52]([C:50]3[N:49]=[CH:48][NH:47][CH:51]=3)[CH3:53])=[S:26])[CH2:15][C:16]3[CH:17]=[CH:18][C:19]([O:22][CH3:23])=[CH:20][CH:21]=3)[CH2:9][CH2:8]2)[CH2:2][CH2:3][CH2:4][CH2:5][CH2:6]1. Given the reactants [CH:1]1([C:7]2([C:28]([O:30][CH2:31][CH3:32])=[O:29])[CH2:12][CH2:11][N:10]([C:13](=[O:27])[C@H:14]([N:24]=[C:25]=[S:26])[CH2:15][C:16]3[CH:21]=[CH:20][C:19]([O:22][CH3:23])=[CH:18][CH:17]=3)[CH2:9][CH2:8]2)[CH2:6][CH2:5][CH2:4][CH2:3][CH2:2]1.FC(F)(F)C(O)=O.FC(F)(F)C(O)=O.[NH:47]1[CH:51]=[C:50]([CH2:52][CH2:53]CN)[N:49]=[CH:48]1.[N:56]12CCCN=C1CCCC[CH2:57]2.C(O)(=O)CC(CC(O)=O)(C(O)=O)O, predict the reaction product. (5) Given the reactants [CH2:1]([N:7]1[CH2:12][CH:11]2[CH:9]([C:10]2([C:14]2[CH:15]=[C:16]([C:20](=[NH:24])OCC)[CH:17]=[CH:18][CH:19]=2)[CH3:13])[C:8]1=[O:25])[CH2:2][CH2:3][CH2:4][CH2:5][CH3:6].[CH:26]([NH:28][NH2:29])=O, predict the reaction product. The product is: [CH2:1]([N:7]1[CH2:12][CH:11]2[CH:9]([C:10]2([CH3:13])[C:14]2[CH:19]=[CH:18][CH:17]=[C:16]([C:20]3[NH:24][CH:26]=[N:28][N:29]=3)[CH:15]=2)[C:8]1=[O:25])[CH2:2][CH2:3][CH2:4][CH2:5][CH3:6].